This data is from Reaction yield outcomes from USPTO patents with 853,638 reactions. The task is: Predict the reaction yield, written as a fraction of the theoretical maximum amount of product (1.0 means a 100% yield; for example, 0.34 means a 34% yield). (1) The reactants are [Cl:1][C:2]1[CH:3]=[C:4]2[C:8](=[C:9]([NH:11][CH:12]3[CH2:16][CH2:15][CH2:14][CH2:13]3)[CH:10]=1)[NH:7][C:6]([C:17]1[S:18][CH2:19][C@@H:20]([CH2:22][C:23]([OH:25])=O)[N:21]=1)=[CH:5]2.[NH2:26][CH2:27][CH2:28][CH2:29][N:30]1[CH2:35][CH2:34][O:33][CH2:32][CH2:31]1. No catalyst specified. The product is [Cl:1][C:2]1[CH:3]=[C:4]2[C:8](=[C:9]([NH:11][CH:12]3[CH2:16][CH2:15][CH2:14][CH2:13]3)[CH:10]=1)[NH:7][C:6]([C:17]1[S:18][CH2:19][C@@H:20]([CH2:22][C:23]([NH:26][CH2:27][CH2:28][CH2:29][N:30]3[CH2:35][CH2:34][O:33][CH2:32][CH2:31]3)=[O:25])[N:21]=1)=[CH:5]2. The yield is 0.350. (2) The catalyst is CN(C=O)C.O. The reactants are Br[CH2:2][CH2:3][C:4]1[C:5](=[O:16])[O:6][C:7]2[C:12]([C:13]=1[CH3:14])=[CH:11][C:10]([OH:15])=[CH:9][CH:8]=2.[NH:17]1[CH2:21][CH2:20][CH2:19][CH2:18]1. The product is [OH:15][C:10]1[CH:11]=[C:12]2[C:7](=[CH:8][CH:9]=1)[O:6][C:5](=[O:16])[C:4]([CH2:3][CH2:2][N:17]1[CH2:21][CH2:20][CH2:19][CH2:18]1)=[C:13]2[CH3:14]. The yield is 0.250. (3) The reactants are Br[C:2]1[C:3]([N:22]([CH3:27])[S:23]([CH3:26])(=[O:25])=[O:24])=[CH:4][C:5]2[O:9][C:8]([C:10]3[CH:15]=[CH:14][C:13]([F:16])=[CH:12][CH:11]=3)=[C:7]([C:17]([NH:19][CH3:20])=[O:18])[C:6]=2[CH:21]=1.CC1(C)C(C)(C)OB([C:36]2[CH2:40][N:39]([C:41]([O:43][C:44]([CH3:47])([CH3:46])[CH3:45])=[O:42])[C@H:38]([C:48]([O:50][CH3:51])=[O:49])[CH:37]=2)O1.[O-]P([O-])([O-])=O.[K+].[K+].[K+]. The catalyst is O1CCOCC1.C1C=CC(P(C2C=CC=CC=2)[C-]2C=CC=C2)=CC=1.C1C=CC(P(C2C=CC=CC=2)[C-]2C=CC=C2)=CC=1.Cl[Pd]Cl.[Fe+2]. The product is [F:16][C:13]1[CH:14]=[CH:15][C:10]([C:8]2[O:9][C:5]3[CH:4]=[C:3]([N:22]([CH3:27])[S:23]([CH3:26])(=[O:25])=[O:24])[C:2]([C:36]4[CH2:40][N:39]([C:41]([O:43][C:44]([CH3:47])([CH3:46])[CH3:45])=[O:42])[C@H:38]([C:48]([O:50][CH3:51])=[O:49])[CH:37]=4)=[CH:21][C:6]=3[C:7]=2[C:17](=[O:18])[NH:19][CH3:20])=[CH:11][CH:12]=1. The yield is 0.316. (4) The reactants are C(=O)([O-])[O-].[K+].[K+].[CH2:7]([C@@H:9]1[O:11][CH2:10]1)Cl.[C:12]([C:14]1[CH:19]=[CH:18][C:17]([OH:20])=[CH:16][CH:15]=1)#[N:13]. The catalyst is CC#N. The product is [O:11]1[CH2:10][C@H:9]1[CH2:7][O:20][C:17]1[CH:18]=[CH:19][C:14]([C:12]#[N:13])=[CH:15][CH:16]=1. The yield is 0.900.